Dataset: Forward reaction prediction with 1.9M reactions from USPTO patents (1976-2016). Task: Predict the product of the given reaction. (1) Given the reactants [N:1]1([C:6]([O:8][CH2:9][C@H:10]2[CH2:14][C@@H:13]([NH:15][S:16]([C:19]3[CH:24]=[C:23]([Br:25])[CH:22]=[CH:21][C:20]=3[Br:26])(=[O:18])=[O:17])[CH2:12][N:11]2[C:27]([O:29][C:30]([CH3:33])([CH3:32])[CH3:31])=[O:28])=[O:7])[CH:5]=[CH:4]N=[CH:2]1.CNCC, predict the reaction product. The product is: [Br:26][C:20]1[CH:21]=[CH:22][C:23]([Br:25])=[CH:24][C:19]=1[S:16]([NH:15][C@H:13]1[CH2:12][N:11]([C:27]([O:29][C:30]([CH3:32])([CH3:33])[CH3:31])=[O:28])[C@@H:10]([CH2:9][O:8][C:6]([N:1]([CH2:5][CH3:4])[CH3:2])=[O:7])[CH2:14]1)(=[O:17])=[O:18]. (2) Given the reactants [OH:1]/[N:2]=[C:3](/[C:8]1[CH:13]=[CH:12][C:11]([C:14]2[N:18]([CH3:19])[C:17]([C:20]#[N:21])=[CH:16][CH:15]=2)=[CH:10][CH:9]=1)\[C:4]([CH3:7])([CH3:6])[CH3:5].[H-].[Na+].[CH3:24]I, predict the reaction product. The product is: [CH3:24][O:1]/[N:2]=[C:3](/[C:8]1[CH:13]=[CH:12][C:11]([C:14]2[N:18]([CH3:19])[C:17]([C:20]#[N:21])=[CH:16][CH:15]=2)=[CH:10][CH:9]=1)\[C:4]([CH3:7])([CH3:6])[CH3:5]. (3) Given the reactants [Br:1][C:2]1[CH:7]=[CH:6][C:5]([CH:8]([C:20]2[CH:25]=[CH:24][CH:23]=[CH:22][C:21]=2[CH3:26])[CH2:9][C:10]([C:12]2[CH:13]=[CH:14][C:15](=[O:19])[N:16]([CH3:18])[CH:17]=2)=O)=[CH:4][CH:3]=1.[CH:27]1(Br)[CH2:30]C[CH2:28]1.C(=O)([O-])[O-].[K+].[K+].Cl.[NH2:39][OH:40].C([O-])(O)=O.[Na+], predict the reaction product. The product is: [Br:1][C:2]1[CH:7]=[CH:6][C:5]([CH:8]([C:20]2[CH:25]=[CH:24][CH:23]=[CH:22][C:21]=2[CH3:26])[CH2:9]/[C:10](/[C:12]2[CH:13]=[CH:14][C:15](=[O:19])[N:16]([CH:18]3[CH2:30][CH2:27][CH2:28]3)[CH:17]=2)=[N:39]\[OH:40])=[CH:4][CH:3]=1. (4) Given the reactants [C:1]([C:3]1[S:4][C:5]2[C:11]([C:12]#[N:13])=[C:10](/[N:14]=[CH:15]/[N:16](C)C)[CH:9]=[CH:8][C:6]=2[N:7]=1)#[N:2].[Cl:19][C:20]1[CH:26]=[CH:25][C:23](N)=[C:22]([F:27])[CH:21]=1.[K+].[Br-], predict the reaction product. The product is: [Cl:19][C:20]1[CH:26]=[CH:25][C:23]([NH:13][C:12]2[C:11]3[C:10](=[CH:9][CH:8]=[C:6]4[N:7]=[C:3]([C:1]#[N:2])[S:4][C:5]4=3)[N:14]=[CH:15][N:16]=2)=[C:22]([F:27])[CH:21]=1. (5) Given the reactants [Br:1][C:2]1[CH:3]=[C:4]2[C:9](=[CH:10][C:11]=1[O:12][C:13](=[O:15])[CH3:14])[O:8][C:7](=[O:16])[CH:6]=[C:5]2[CH3:17].[Se]=[O:19], predict the reaction product. The product is: [Br:1][C:2]1[CH:3]=[C:4]2[C:9](=[CH:10][C:11]=1[O:12][C:13](=[O:15])[CH3:14])[O:8][C:7](=[O:16])[CH:6]=[C:5]2[CH:17]=[O:19]. (6) Given the reactants [CH2:1]([C:3]1[CH:11]=[C:6]2[CH2:7][CH2:8][CH2:9][CH2:10][N:5]2[N:4]=1)[CH3:2].[Br:12]Br, predict the reaction product. The product is: [Br:12][C:11]1[C:3]([CH2:1][CH3:2])=[N:4][N:5]2[CH2:10][CH2:9][CH2:8][CH2:7][C:6]=12. (7) Given the reactants [Cl:1][CH2:2][CH2:3][CH2:4][CH2:5][C:6]([C:8]1[CH:9]=[CH:10][C:11]2[O:15][CH2:14][CH2:13][C:12]=2[CH:16]=1)=[O:7].[N+:17]([O-])([OH:19])=[O:18].S(=O)(=O)(O)O, predict the reaction product. The product is: [Cl:1][CH2:2][CH2:3][CH2:4][CH2:5][C:6]([C:8]1[CH:9]=[C:10]([N+:17]([O-:19])=[O:18])[C:11]2[O:15][CH2:14][CH2:13][C:12]=2[CH:16]=1)=[O:7]. (8) The product is: [NH2:36][C:34](=[O:35])[CH:33]([CH3:37])[O:18][C:15]1[CH:16]=[C:17]2[C:12](=[CH:13][CH:14]=1)[N:11]=[C:10]([CH2:19][CH:20]([CH3:22])[CH3:21])[C:9]([CH2:23][NH:24][C:25](=[O:31])[O:26][C:27]([CH3:29])([CH3:28])[CH3:30])=[C:8]2[C:3]1[CH:4]=[CH:5][CH:6]=[CH:7][C:2]=1[F:1]. Given the reactants [F:1][C:2]1[CH:7]=[CH:6][CH:5]=[CH:4][C:3]=1[C:8]1[C:17]2[C:12](=[CH:13][CH:14]=[C:15]([OH:18])[CH:16]=2)[N:11]=[C:10]([CH2:19][CH:20]([CH3:22])[CH3:21])[C:9]=1[CH2:23][NH:24][C:25](=[O:31])[O:26][C:27]([CH3:30])([CH3:29])[CH3:28].Cl[CH:33]([CH3:37])[C:34]([NH2:36])=[O:35].C(=O)([O-])[O-].[K+].[K+], predict the reaction product.